This data is from Experimentally validated miRNA-target interactions with 360,000+ pairs, plus equal number of negative samples. The task is: Binary Classification. Given a miRNA mature sequence and a target amino acid sequence, predict their likelihood of interaction. (1) The miRNA is mmu-miR-29a-5p with sequence ACUGAUUUCUUUUGGUGUUCAG. The protein sequence of the target gene is MVLGGCPVSYLLLCGQAALLLGNLLLLHCVSRSHSQNATAEPELTSAGAAQPEGPGGAASWEYGDPHSPVILCSYLPDEFIECEDPVDHVGNATASQELGYGCLKFGGQAYSDVEHTSVQCHALDGIECASPRTFLRENKPCIKYTGHYFITTLLYSFFLGCFGVDRFCLGHTGTAVGKLLTLGGLGIWWFVDLILLITGGLMPSDGSNWCTVY. Result: 0 (no interaction). (2) The miRNA is hsa-miR-2113 with sequence AUUUGUGCUUGGCUCUGUCAC. The protein sequence of the target gene is MTERFDCHHCNESLFGKKYILREESPYCVVCFETLFANTCEECGKPIGCDCKDLSYKDRHWHEACFHCSQCRNSLVDKPFAAKEDQLLCTDCYSNEYSSKCQECKKTIMPGTRKMEYKGSSWHETCFICHRCQQPIGTKSFIPKDNQNFCVPCYEKQHAMQCVQCKKPITTGGVTYREQPWHKECFVCTACRKQLSGQRFTARDDFAYCLNCFCDLYAKKCAGCTNPISGLGGTKYISFEERQWHNDCFNCKKCSLSLVGRGFLTERDDILCPDCGKDI. Result: 1 (interaction). (3) The miRNA is mmu-miR-547-3p with sequence CUUGGUACAUCUUUGAGUGAG. The protein sequence of the target gene is MLWQKPTAPEQAPAPARPYQGVRVKEPVKELLRRKRGHASSGAAPAPTAVVLPHQPLATYTTVGPSCLDMEGSVSAVTEEAALCAGWLSQPTPATLQPLAPWTPYTEYVPHEAVSCPYSADMYVQPVCPSYTVVGPSSVLTYASPPLITNVTTRSSATPAVGPPLEGPEHQAPLTYFPWPQPLSTLPTSTLQYQPPAPALPGPQFVQLPISIPEPVLQDMEDPRRAASSLTIDKLLLEEEDSDAYALNHTLSVEGF. Result: 0 (no interaction). (4) The miRNA is hsa-miR-329-3p with sequence AACACACCUGGUUAACCUCUUU. The protein sequence of the target gene is MASGVTVNDEVIKVFNDMKVRKSSTQEEIKKRKKAVLFCLSDDKRQIIVEEAKQILVGDIGDTVEDPYTSFVKLLPLNDCRYALYDATYETKESKKEDLVFIFWAPESAPLKSKMIYASSKDAIKKKFTGIKHEWQVNGLDDIKDRSTLGEKLGGNVVVSLEGKPL. Result: 1 (interaction).